This data is from Peptide-MHC class I binding affinity with 185,985 pairs from IEDB/IMGT. The task is: Regression. Given a peptide amino acid sequence and an MHC pseudo amino acid sequence, predict their binding affinity value. This is MHC class I binding data. (1) The peptide sequence is RKWGLDFCY. The MHC is HLA-B39:01 with pseudo-sequence HLA-B39:01. The binding affinity (normalized) is 0.0847. (2) The peptide sequence is TTIGEWAFW. The MHC is HLA-A02:01 with pseudo-sequence HLA-A02:01. The binding affinity (normalized) is 0.0847. (3) The MHC is HLA-A02:11 with pseudo-sequence HLA-A02:11. The peptide sequence is VMTDGPANK. The binding affinity (normalized) is 0.511. (4) The peptide sequence is KSDGTGTIY. The MHC is HLA-B40:01 with pseudo-sequence HLA-B40:01. The binding affinity (normalized) is 0.0847. (5) The peptide sequence is FPLNSKVKVI. The MHC is HLA-B54:01 with pseudo-sequence HLA-B54:01. The binding affinity (normalized) is 0.369. (6) The peptide sequence is KSLYNTIAVLY. The MHC is HLA-B08:02 with pseudo-sequence HLA-B08:02. The binding affinity (normalized) is 0.0847.